Dataset: Human Reference Interactome with 51,813 positive PPI pairs across 8,248 proteins, plus equal number of experimentally-validated negative pairs. Task: Binary Classification. Given two protein amino acid sequences, predict whether they physically interact or not. (1) Protein 1 (ENSG00000145354) has sequence MVLESVARIVKVQLPAYLKRLPVPESITGFARLTVSEWLRLLPFLGVLALLGYLAVRPFLPKKKQQKDSLINLKIQKENPKVVNEINIEDLCLTKAAYCRCWRSKTFPACDGSHNKHNELTGDNVGPLILKKKEV*MPQGLLSSELSPVSFRGKIPGFCREGAELGTGQSLSSPVLLIALFSEWLRLLPFLGVLALLGYLAVRPFLPKKKQQKDSLINLKIQKENPKVVNEINIEDLCLTKAAYCRCWRSKTFPACDGSHNKHNELTGDNVGPLILKKKEV*MVLESVARIVKVQLPAYL.... Protein 2 (ENSG00000196715) has sequence MAAPVLLRVSVPRWERVARYAVCAAGILLSIYAYHVEREKERDPEHRALCDLGPWVKCSAALASRWGRGFGLLGSIFGKDGVLNQPNSVFGLIFYILQLLLGMTASAVAALILMTSSIMSVVGSLYLAYILYFVLKEFCIICIVTYVLNFLLLIINYKRLVYLNEAWKRQLQPKQD*MAAPVLLRVSVPRWERVARYAVCAAGILLSIYAYHVEREKERDPEHRALCDLGPWVKCSAALASRHDSKRCGGFDPHDVLHHVGRGVPVPGLHSVLCAEGVLHHLHRHVRAELPSSHYQLQTT.... Result: 1 (the proteins interact). (2) Protein 1 (ENSG00000147669) has sequence MDTQKDVQPPKQQPMIYICGECHTENEIKSRDPIRCRECGYRIMYKKRTKRLVVFDAR*MDTQKDVQPPKQQPMIYICGECHTENEIKSRDPIRCRECGYRIMYKKRTKRCILLTMLSKYELGGNE*. Protein 2 (ENSG00000064313) has sequence MPLTGVEPARMNRKKGDKGFESPRPYKLTHQVVCINNINFQRKSVVGFVELTIFPTVANLNRIKLNSKQCRIYRVRINDLEAAFIYNDPTLEVCHSESKQRNLNYFSNAYAAAVSAVDPDAGNGELCIKVPSELWKHVDELKVLKIHINFSLDQPKGGLHFVVPSVEGSMAERGAHVFSCGYQNSTRFWFPCVDSYSELCTWKLEFTVDAAMVAVSNGDLVETVYTHDMRKKTFHYMLTIPTAASNISLAIGPFEILVDPYMHEVTHFCLPQLLPLLKHTTSYLHEVFEFYEEILTCRYP.... Result: 0 (the proteins do not interact). (3) Protein 1 (ENSG00000073282) has sequence MNFETSRCATLQYCPDPYIQRFVETPAHFSWKESYYRSTMSQSTQTNEFLSPEVFQHIWDFLEQPICSVQPIDLNFVDEPSEDGATNKIEISMDCIRMQDSDLSDPMWPQYTNLGLLNSMDQQIQNGSSSTSPYNTDHAQNSVTAPSPYAQPSSTFDALSPSPAIPSNTDYPGPHSFDVSFQQSSTAKSATWTYSTELKKLYCQIAKTCPIQIKVMTPPPQGAVIRAMPVYKKAEHVTEVVKRCPNHELSREFNEGQIAPPSHLIRVEGNSHAQYVEDPITGRQSVLVPYEPPQVGTEFT.... Protein 2 (ENSG00000138018) has sequence MAGYEYVSPEQLAGFDKYKYSAVDTNPLSLYVMHPFWNTIVKVFPTWLAPNLITFSGFLLVVFNFLLMAYFDPDFYASAPGHKHVPDWVWIVVGILNFVAYTLDGVDGKQARRTNSSTPLGELFDHGLDSWSCVYFVVTVYSIFGRGSTGVSVFVLYLLLWVVLFSFILSHWEKYNTGILFLPWGYDISQVTISFVYIVTAVVGVEAWYEPFLFNFLYRDLFTAMIIGCALCVTLPMSLLNFFRSYKNNTLKLNSVYEAMVPLFSPCLLFILSTAWILWSPSDILELHPRVFYFMVGTAF.... Result: 0 (the proteins do not interact). (4) Protein 1 (ENSG00000086159) has sequence MDAVEPGGRGWASMLACRLWKAISRALFAEFLATGLYVFFGVGSVMRWPTALPSVLQIAITFNLVTAMAVQVTWKASGAHANPAVTLAFLVGSHISLPRAVAYVAAQLVGATVGAALLYGVMPGDIRETLGINVVRNSVSTGQAVAVELLLTLQLVLCVFASTDSRQTSGSPATMIGISVALGHLIGIHFTGCSMNPARSFGPAIIIGKFTVHWVFWVGPLMGALLASLIYNFVLFPDTKTLAQRLAILTGTVEVGTGAGAGAEPLKKESQPGSGAVEMESV*MIGISVALGHLIGIHFT.... Protein 2 (ENSG00000100216) has sequence MAAAVAAAGAGEPQSPDELLPKGDAEKPEEELEEDDDEELDETLSERLWGLTEMFPERVRSAAGATFDLSLFVAQKMYRFSRAALWIGTTSFMILVLPVVFETEKLQMEQQQQLQQRQILLGPNTGLSGGMPGALPSLPGKI*. Result: 1 (the proteins interact). (5) Protein 1 (ENSG00000152503) has sequence MSESGEMSEFGYIMELIAKGKVTIKNIERELICPACKELFTHPLILPCQHSICHKCVKELLLTLDDSFNDVGSDNSNQSSPRLRLPSPSMDKIDRINRPGWKRNSLTPRTTVFPCPGCEHDVDLGERGINGLFRNFTLETIVERYRQAARAATAIMCDLCKPPPQESTKSCMDCSASYCNECFKIHHPWGTIKAQHEYVGPTTNFRPKILMCPEHETERINMYCELCRRPVCHLCKLGGNHANHRVTTMSSAYKTLKEKLSKDIDYLIGKESQVKSQISELNLLMKETECNGERAKEEAI.... Protein 2 (ENSG00000131508) has sequence LSLLKIQKELNDLARDPPAQCSAGPVGDDMFHWQATIMGPNDSPYQGGVFFLTIHFPTDYPFKPPKVAFTTRIYHPNINSNGSICLDILRSQWSPALTISKVLLSICSLLCDPNPDDPLVPEIARIYKTDREKYNRIAREWTQKYAM*MALKRIHKELNDLARDPPAQCSAGPVGDDMFHWQATIMGPNDSPYQGGVFFLTIHFPTDYPFKPPKVAFTTRIYHPNINSNGSICLDILRSQWSPALTISKVLLSICSLLCDPNPDDPLVPEIARIYKTDREKYNRIAREWTQKYAM*MFHW.... Result: 0 (the proteins do not interact). (6) Protein 1 (ENSG00000129195) has sequence MASRWQNMGTSVRRRSLQHQEQLEDSKELQPVVSHQETSVGALGSLCRQFQRRLPLRAVNLNLRAGPSWKRLETPEPGQQGLQAAARSAKSALGAVSQRIQESCQSGTKWLVETQVKARRRKRGAQKGSGSPTHSLSQKSTRLSGAAPAHSAADPWEKEHHRLSVRMGSHAHPLRRSRREAAFRSPYSSTEPLCSPSESDSDLEPVGAGIQHLQKLSQELDEAIMAEERKQALSDRQGFILKDVYASP*MASRWQNMGTSVRRRSLQHQEQLEDSKELQPVVSHQETSVGALGSLCRQFQ.... Protein 2 (ENSG00000151475) has sequence MHREPAKKKAEKRLFDASSFGKDLLAGGVAAAVSKTAVAPIERVKLLLQVQASSKQISPEARYKGMVDCLVRIPREQGFFSFWRGNLANVIRYFPTQALNFAFKDKYKQLFMSGVNKEKQFWRWFLANLASGGAAGATSLCVVYPLDFARTRLGVDIGKGPEERQFKGLGDCIMKIAKSDGIAGLYQGFGVSVQGIIVYRASYFGAYDTVKGLLPKPKKTPFLVSFFIAQVVTTCSGILSYPFDTVRRRMMMQSGEAKRQYKGTLDCFVKIYQHEGISSFFRGAFSNVLRGTGGALVLVL.... Result: 0 (the proteins do not interact). (7) Protein 1 (ENSG00000198168) has sequence MGLCFPCPGESAPPTPDLEEKRAKLAEAAERRQKEAASRGILDVQSVQEKRKKKEKIEKQIATSGPPPEGGLRWTVS*. Protein 2 (ENSG00000164951) has sequence MPAPTQLFFPLIRNCELSRIYGTACYCHHKHLCCSSSYIPQSRLRYTPHPAYATFCRPKENWWQYTQGRRYASTPQKFYLTPPQVNSILKANEYSFKVPEFDGKNVSSILGFDSNQLPANAPIEDRRSAATCLQTRGMLLGVFDGHAGCACSQAVSERLFYYIAVSLLPHETLLEIENAVESGRALLPILQWHKHPNDYFSKEASKLYFNSLRTYWQELIDLNTGESTDIDVKEALINAFKRLDNDISLEAQVGDPNSFLNYLVLRVAFSGATACVAHVDGVDLHVANTGDSRAMLGVQE.... Result: 0 (the proteins do not interact). (8) Protein 1 (ENSG00000100034) has sequence MSSGAPQKSSPMASGAEETPGFLDTLLQDFPALLNPEDPLPWKAPGTVLSQEEVEGELAELAMGFLGSRKAPPPLAAALAHEAVSQLLQTDLSEFRKLPREEEEEEEDDDEEEKAPVTLLDAQSLAQSFFNRLWEVAGQWQKQVPLAARASQRQWLVSIHAIRNTRRKMEDRHVSLPSFNQLFGLSDPVNRAYFAVFDGHGGVDAARYAAVHVHTNAARQPELPTDPEGALREAFRRTDQMFLRKAKRERLQSGTTGVCALIAGATLHVAWLGDSQVILVQQGQVVKLMEPHRPERQDEK.... Protein 2 (ENSG00000106565) has sequence MTQNTVIVNGVAMASRPSQPTHVNVHIHQESALTQLLKAGGSLKKFLFHPGDTVPSTARIGYEQLALGVTQILLGVVSCVLGVCLSLGPWTVLSASGCAFWAGSVVIAAGAGAIVHEKHPGKLAGYISSLLTLAGFATAMAAVVLCVNSFIWQTEPFLYIDTVCDRSDPVFPTTGYRWMRRSQENQWQKEECRAYMQMLRKLFTAIRALFLAVCVLKVIVSLVSLGVGLRNLCGQSSQPLNEEGSEKRLLGENSVPPSPSREQTSTAIVL*MTQNTVIVNGVAMASRPSQPTHVNVHIHQ.... Result: 0 (the proteins do not interact).